From a dataset of NCI-60 drug combinations with 297,098 pairs across 59 cell lines. Regression. Given two drug SMILES strings and cell line genomic features, predict the synergy score measuring deviation from expected non-interaction effect. (1) Drug 1: C1C(C(OC1N2C=C(C(=O)NC2=O)F)CO)O. Drug 2: C(CN)CNCCSP(=O)(O)O. Cell line: SF-268. Synergy scores: CSS=27.9, Synergy_ZIP=-10.1, Synergy_Bliss=-4.00, Synergy_Loewe=-84.2, Synergy_HSA=-4.61. (2) Drug 1: CC1=C2C(C(=O)C3(C(CC4C(C3C(C(C2(C)C)(CC1OC(=O)C(C(C5=CC=CC=C5)NC(=O)OC(C)(C)C)O)O)OC(=O)C6=CC=CC=C6)(CO4)OC(=O)C)O)C)O. Drug 2: C1=NC2=C(N1)C(=S)N=CN2. Cell line: A498. Synergy scores: CSS=47.4, Synergy_ZIP=12.8, Synergy_Bliss=16.1, Synergy_Loewe=-25.1, Synergy_HSA=7.96. (3) Drug 1: C1CN(P(=O)(OC1)NCCCl)CCCl. Drug 2: B(C(CC(C)C)NC(=O)C(CC1=CC=CC=C1)NC(=O)C2=NC=CN=C2)(O)O. Cell line: NCI-H522. Synergy scores: CSS=32.8, Synergy_ZIP=1.12, Synergy_Bliss=1.35, Synergy_Loewe=-65.8, Synergy_HSA=-0.429. (4) Drug 1: C1C(C(OC1N2C=C(C(=O)NC2=O)F)CO)O. Drug 2: CCCCC(=O)OCC(=O)C1(CC(C2=C(C1)C(=C3C(=C2O)C(=O)C4=C(C3=O)C=CC=C4OC)O)OC5CC(C(C(O5)C)O)NC(=O)C(F)(F)F)O. Cell line: SW-620. Synergy scores: CSS=30.1, Synergy_ZIP=-6.70, Synergy_Bliss=-10.8, Synergy_Loewe=-7.12, Synergy_HSA=-5.90. (5) Drug 1: C1CC(C1)(C(=O)O)C(=O)O.[NH2-].[NH2-].[Pt+2]. Drug 2: CCC1(CC2CC(C3=C(CCN(C2)C1)C4=CC=CC=C4N3)(C5=C(C=C6C(=C5)C78CCN9C7C(C=CC9)(C(C(C8N6C)(C(=O)OC)O)OC(=O)C)CC)OC)C(=O)OC)O.OS(=O)(=O)O. Cell line: UACC62. Synergy scores: CSS=18.1, Synergy_ZIP=-5.30, Synergy_Bliss=-0.593, Synergy_Loewe=-1.67, Synergy_HSA=-1.28. (6) Drug 1: CCC1(CC2CC(C3=C(CCN(C2)C1)C4=CC=CC=C4N3)(C5=C(C=C6C(=C5)C78CCN9C7C(C=CC9)(C(C(C8N6C)(C(=O)OC)O)OC(=O)C)CC)OC)C(=O)OC)O.OS(=O)(=O)O. Drug 2: COC1=C2C(=CC3=C1OC=C3)C=CC(=O)O2. Cell line: HCT-15. Synergy scores: CSS=0.0635, Synergy_ZIP=-1.68, Synergy_Bliss=-1.69, Synergy_Loewe=-9.52, Synergy_HSA=-6.10. (7) Drug 1: CCC1=C2CN3C(=CC4=C(C3=O)COC(=O)C4(CC)O)C2=NC5=C1C=C(C=C5)O. Drug 2: C1CNP(=O)(OC1)N(CCCl)CCCl. Cell line: A549. Synergy scores: CSS=14.8, Synergy_ZIP=-1.75, Synergy_Bliss=3.62, Synergy_Loewe=-81.6, Synergy_HSA=2.29.